This data is from Forward reaction prediction with 1.9M reactions from USPTO patents (1976-2016). The task is: Predict the product of the given reaction. (1) Given the reactants [F:1][C:2]1[C:10]([F:11])=[CH:9][CH:8]=[C:7]([F:12])[C:3]=1[C:4](Cl)=[O:5].CO.O.[NH2:16][NH2:17], predict the reaction product. The product is: [F:1][C:2]1[C:10]([F:11])=[CH:9][CH:8]=[C:7]([F:12])[C:3]=1[C:4]([NH:16][NH2:17])=[O:5]. (2) Given the reactants [NH2:1][C:2]1[CH:3]=[C:4]2[C:8](=[CH:9][CH:10]=1)[C:7](=[O:11])[N:6]([CH2:12][C:13]([O:15][C:16]([CH3:19])([CH3:18])[CH3:17])=[O:14])[C:5]2=[O:20].N1C=CC=CC=1.[CH3:27][S:28](Cl)(=[O:30])=[O:29], predict the reaction product. The product is: [CH3:27][S:28]([NH:1][C:2]1[CH:3]=[C:4]2[C:8](=[CH:9][CH:10]=1)[C:7](=[O:11])[N:6]([CH2:12][C:13]([O:15][C:16]([CH3:17])([CH3:19])[CH3:18])=[O:14])[C:5]2=[O:20])(=[O:30])=[O:29]. (3) Given the reactants [Br:1][C:2]1[CH:7]=[CH:6][C:5]([C:8]2[N:12]=[CH:11][NH:10][N:9]=2)=[CH:4][CH:3]=1.I[C:14]1[CH:19]=[CH:18][C:17]([O:20][C:21]([F:24])([F:23])[F:22])=[CH:16][CH:15]=1.OC1C=CC=C2C=1N=CC=C2.C(=O)([O-])[O-].[Cs+].[Cs+], predict the reaction product. The product is: [Br:1][C:2]1[CH:3]=[CH:4][C:5]([C:8]2[N:12]=[CH:11][N:10]([C:14]3[CH:15]=[CH:16][C:17]([O:20][C:21]([F:22])([F:23])[F:24])=[CH:18][CH:19]=3)[N:9]=2)=[CH:6][CH:7]=1. (4) Given the reactants [F-:1].[K+].C1N2CCOCCOCCN(CCOCCOCC2)CCOCCOC1.[CH3:29][O:30][C:31]1[C:36]([O:37][CH3:38])=[C:35]([OH:39])[C:34]([CH3:40])=[C:33]([CH2:41][CH2:42][C:43]2[CH:48]=[CH:47][C:46]([N+]([O-])=O)=[CH:45][CH:44]=2)[N:32]=1, predict the reaction product. The product is: [CH3:29][O:30][C:31]1[C:36]([O:37][CH3:38])=[C:35]([OH:39])[C:34]([CH3:40])=[C:33]([CH2:41][CH2:42][C:43]2[CH:48]=[CH:47][C:46]([F:1])=[CH:45][CH:44]=2)[N:32]=1. (5) Given the reactants [NH:1]1[C:9]2[C:4](=[CH:5][CH:6]=[C:7]([C@H:10]3[C@@:12]4([C:20]5[C:15](=[CH:16][CH:17]=[C:18]([CH3:21])[CH:19]=5)[NH:14][C:13]4=[O:22])[CH2:11]3)[CH:8]=2)[CH:3]=[N:2]1.C([O-])([O-])=O.[K+].[K+].[I:29]I, predict the reaction product. The product is: [I:29][C:3]1[C:4]2[C:9](=[CH:8][C:7]([C@H:10]3[C@@:12]4([C:20]5[C:15](=[CH:16][CH:17]=[C:18]([CH3:21])[CH:19]=5)[NH:14][C:13]4=[O:22])[CH2:11]3)=[CH:6][CH:5]=2)[NH:1][N:2]=1.